This data is from Reaction yield outcomes from USPTO patents with 853,638 reactions. The task is: Predict the reaction yield, written as a fraction of the theoretical maximum amount of product (1.0 means a 100% yield; for example, 0.34 means a 34% yield). (1) The reactants are [C:1]([O-])(C)(C)C.[K+].C(OCC)(=O)CC(OCC)=O.Cl[C:19]1[C:20]([C:29]([F:32])([F:31])[F:30])=[CH:21][C:22]([N+:26]([O-:28])=[O:27])=[C:23]([NH2:25])[CH:24]=1.[OH-].[K+].Cl. The catalyst is CS(C)=O.O. The product is [CH3:1][C:19]1[C:20]([C:29]([F:32])([F:31])[F:30])=[CH:21][C:22]([N+:26]([O-:28])=[O:27])=[C:23]([NH2:25])[CH:24]=1. The yield is 0.910. (2) The reactants are [NH2:1][C:2]1[N:7]=[CH:6][N:5]=[C:4]2[N:8]([C@@H:30]3[CH2:34][CH2:33][N:32]([C:35](OC(C)(C)C)=[O:36])[CH2:31]3)[N:9]=[C:10]([C:11]3[CH:16]=[CH:15][C:14]([C:17](=[O:29])[NH:18][C:19]4[CH:24]=[C:23]([C:25]([F:28])([F:27])[F:26])[CH:22]=[CH:21][N:20]=4)=[CH:13][CH:12]=3)[C:3]=12.[C:42](O)(=O)[C:43]#[C:44]C.C1CN([P+](ON2N=NC3C=CC=CC2=3)(N2CCCC2)N2CCCC2)CC1.F[P-](F)(F)(F)(F)F.CCN(C(C)C)C(C)C. The catalyst is CN(C=O)C. The product is [NH2:1][C:2]1[N:7]=[CH:6][N:5]=[C:4]2[N:8]([C@@H:30]3[CH2:34][CH2:33][N:32]([C:35](=[O:36])[C:42]#[C:43][CH3:44])[CH2:31]3)[N:9]=[C:10]([C:11]3[CH:12]=[CH:13][C:14]([C:17]([NH:18][C:19]4[CH:24]=[C:23]([C:25]([F:26])([F:27])[F:28])[CH:22]=[CH:21][N:20]=4)=[O:29])=[CH:15][CH:16]=3)[C:3]=12. The yield is 0.750. (3) The reactants are [N+:1]([C:4]1[N:9]=[CH:8][C:7]([NH:10][S:11]([CH3:14])(=[O:13])=[O:12])=[CH:6][CH:5]=1)([O-])=O.[Cl-].[NH4+]. The catalyst is CO.O.[Zn]. The product is [NH2:1][C:4]1[N:9]=[CH:8][C:7]([NH:10][S:11]([CH3:14])(=[O:13])=[O:12])=[CH:6][CH:5]=1. The yield is 0.764. (4) The catalyst is CN(C=O)C. The reactants are [CH3:1][C:2]1[C:6]([C:7]2[CH:19]=[N:18][C:17]3[C:16]4[CH:15]=[CH:14][C:13]([C:20]([O:22][CH3:23])=[O:21])=[CH:12][C:11]=4[NH:10][C:9]=3[CH:8]=2)=[C:5]([CH3:24])[O:4][N:3]=1.C([O-])([O-])=O.[K+].[K+].[CH2:31](Br)[C:32]1[CH:37]=[CH:36][CH:35]=[CH:34][CH:33]=1. The product is [CH2:31]([N:10]1[C:11]2[CH:12]=[C:13]([C:20]([O:22][CH3:23])=[O:21])[CH:14]=[CH:15][C:16]=2[C:17]2[N:18]=[CH:19][C:7]([C:6]3[C:2]([CH3:1])=[N:3][O:4][C:5]=3[CH3:24])=[CH:8][C:9]1=2)[C:32]1[CH:37]=[CH:36][CH:35]=[CH:34][CH:33]=1. The yield is 0.740.